This data is from Ames mutagenicity test results for genotoxicity prediction. The task is: Regression/Classification. Given a drug SMILES string, predict its toxicity properties. Task type varies by dataset: regression for continuous values (e.g., LD50, hERG inhibition percentage) or binary classification for toxic/non-toxic outcomes (e.g., AMES mutagenicity, cardiotoxicity, hepatotoxicity). Dataset: ames. The molecule is OCC1OC(n2cnc3c2ncn2ccnc32)C(O)C1O. The result is 0 (non-mutagenic).